Dataset: Forward reaction prediction with 1.9M reactions from USPTO patents (1976-2016). Task: Predict the product of the given reaction. (1) Given the reactants C([O:5][N:6]=[C:7]1[C:16]2[C:11](=[CH:12][CH:13]=[C:14]([OH:17])[CH:15]=2)[O:10][C:9]([C:18]2[N:23]=[CH:22][N:21]3[CH:24]=[CH:25][CH:26]=[C:20]3[CH:19]=2)=[CH:8]1)(C)(C)C.[Cl:27][CH2:28][CH2:29][C:30]1[CH:35]=[CH:34][C:33]([F:36])=[CH:32][CH:31]=1, predict the reaction product. The product is: [ClH:27].[F:36][C:33]1[CH:34]=[CH:35][C:30]([CH2:29][CH2:28][O:17][C:14]2[CH:15]=[C:16]3[C:11](=[CH:12][CH:13]=2)[O:10][C:9]([C:18]2[N:23]=[CH:22][N:21]4[CH:24]=[CH:25][CH:26]=[C:20]4[CH:19]=2)=[CH:8][C:7]3=[N:6][OH:5])=[CH:31][CH:32]=1. (2) Given the reactants [CH3:1][C:2]1[O:6][N:5]=[C:4]([C:7]2[CH:12]=[CH:11][CH:10]=[CH:9][CH:8]=2)[C:3]=1[CH2:13][OH:14].O[C:16]1[CH:20]=[C:19]([CH3:21])[O:18][N:17]=1.C1(P(C2C=CC=CC=2)C2C=CC=CC=2)C=CC=CC=1.N(C(OCC)=O)=NC(OCC)=O, predict the reaction product. The product is: [CH3:1][C:2]1[O:6][N:5]=[C:4]([C:7]2[CH:12]=[CH:11][CH:10]=[CH:9][CH:8]=2)[C:3]=1[CH2:13][O:14][C:16]1[CH:20]=[C:19]([CH3:21])[O:18][N:17]=1. (3) Given the reactants [NH2:1][C:2]1[S:3][CH:4]=[CH:5][N:6]=1.[CH:7]1([N+:13]#[C-:14])[CH2:12][CH2:11][CH2:10][CH2:9][CH2:8]1.[N:15]1[CH:20]=[CH:19][CH:18]=[CH:17][C:16]=1[CH:21]=O.[C:23]([Cl:26])(=[O:25])[CH3:24], predict the reaction product. The product is: [Cl-:26].[C:23]([N+:1]1[C:21]([C:16]2[CH:17]=[CH:18][CH:19]=[CH:20][N:15]=2)=[C:14]([NH:13][CH:7]2[CH2:12][CH2:11][CH2:10][CH2:9][CH2:8]2)[N:6]2[CH:5]=[CH:4][S:3][C:2]=12)(=[O:25])[CH3:24]. (4) Given the reactants [F:1][C:2]1[CH:3]=[C:4]2[C:29](=[CH:30][CH:31]=1)[C:7]1([CH2:11][CH2:10][N:9]([CH2:12][CH2:13][CH2:14][S:15][C:16]3[N:17]([CH3:28])[C:18]([C:21]4[S:25][C:24]([CH3:26])=[N:23][C:22]=4[CH3:27])=[N:19][N:20]=3)[CH2:8]1)[CH2:6][CH2:5]2.[ClH:32].CCOCC, predict the reaction product. The product is: [ClH:32].[F:1][C:2]1[CH:3]=[C:4]2[C:29](=[CH:30][CH:31]=1)[C:7]1([CH2:11][CH2:10][N:9]([CH2:12][CH2:13][CH2:14][S:15][C:16]3[N:17]([CH3:28])[C:18]([C:21]4[S:25][C:24]([CH3:26])=[N:23][C:22]=4[CH3:27])=[N:19][N:20]=3)[CH2:8]1)[CH2:6][CH2:5]2. (5) Given the reactants [C:1]([C:3]1[CH:4]=[C:5]([C:13]([OH:15])=O)[C:6]2[C:11]([CH:12]=1)=[CH:10][CH:9]=[CH:8][CH:7]=2)#[N:2].C(Cl)(=O)C([Cl:19])=O.CN(C=O)C, predict the reaction product. The product is: [C:1]([C:3]1[CH:4]=[C:5]([C:13]([Cl:19])=[O:15])[C:6]2[C:11]([CH:12]=1)=[CH:10][CH:9]=[CH:8][CH:7]=2)#[N:2]. (6) The product is: [C:1]([O:5][C:6]([NH:8][C:9]1[S:17][C:16]2[C:11](=[N:12][C:13]([CH3:18])=[CH:14][CH:15]=2)[C:10]=1[C:19]([OH:21])=[O:20])=[O:7])([CH3:4])([CH3:2])[CH3:3]. Given the reactants [C:1]([O:5][C:6]([NH:8][C:9]1[S:17][C:16]2[C:11](=[N:12][C:13]([CH3:18])=[CH:14][CH:15]=2)[C:10]=1[C:19]([O:21]CC)=[O:20])=[O:7])([CH3:4])([CH3:3])[CH3:2].O[Li].O, predict the reaction product. (7) Given the reactants [CH3:1][O:2][C:3]1[CH:8]=[CH:7][C:6]([O:9][C:10]2[CH:15]=[CH:14][C:13]([N+:16]([O-])=O)=[CH:12][CH:11]=2)=[CH:5][CH:4]=1, predict the reaction product. The product is: [CH3:1][O:2][C:3]1[CH:8]=[CH:7][C:6]([O:9][C:10]2[CH:15]=[CH:14][C:13]([NH2:16])=[CH:12][CH:11]=2)=[CH:5][CH:4]=1. (8) Given the reactants [CH3:1][C:2]1[CH:7]=[CH:6][C:5]([C:8](=O)[CH2:9][C:10](=O)[C:11]([F:14])([F:13])[F:12])=[CH:4][CH:3]=1.[NH2:17][C:18]1[C:22]([C:23]#[N:24])=[CH:21][NH:20][N:19]=1, predict the reaction product. The product is: [CH3:1][C:2]1[CH:7]=[CH:6][C:5]([C:8]2[CH:9]=[C:10]([C:11]([F:14])([F:13])[F:12])[N:19]3[N:20]=[CH:21][C:22]([C:23]#[N:24])=[C:18]3[N:17]=2)=[CH:4][CH:3]=1.